Dataset: Peptide-MHC class I binding affinity with 185,985 pairs from IEDB/IMGT. Task: Regression. Given a peptide amino acid sequence and an MHC pseudo amino acid sequence, predict their binding affinity value. This is MHC class I binding data. (1) The peptide sequence is IDIIRGPIL. The MHC is Mamu-B52 with pseudo-sequence Mamu-B52. The binding affinity (normalized) is 0. (2) The peptide sequence is KVIQPRVEK. The MHC is HLA-A69:01 with pseudo-sequence HLA-A69:01. The binding affinity (normalized) is 0.0847. (3) The peptide sequence is KIKLPTWLGA. The MHC is HLA-A02:06 with pseudo-sequence HLA-A02:06. The binding affinity (normalized) is 0.259. (4) The binding affinity (normalized) is 1.00. The peptide sequence is LLALLSCISV. The MHC is HLA-A02:02 with pseudo-sequence HLA-A02:02. (5) The peptide sequence is QIIEQLIKK. The MHC is HLA-A68:02 with pseudo-sequence HLA-A68:02. The binding affinity (normalized) is 0. (6) The peptide sequence is YPLTFGWCY. The MHC is HLA-B27:05 with pseudo-sequence HLA-B27:05. The binding affinity (normalized) is 0. (7) The peptide sequence is VGPSNSPTF. The MHC is H-2-Kd with pseudo-sequence H-2-Kd. The binding affinity (normalized) is 0. (8) The peptide sequence is STKADAVVA. The MHC is HLA-A68:02 with pseudo-sequence HLA-A68:02. The binding affinity (normalized) is 0.380. (9) The peptide sequence is FATPAFFLI. The MHC is HLA-A03:01 with pseudo-sequence HLA-A03:01. The binding affinity (normalized) is 0.0847. (10) The peptide sequence is TMLVRQMTK. The MHC is HLA-A25:01 with pseudo-sequence HLA-A25:01. The binding affinity (normalized) is 0.0847.